This data is from Forward reaction prediction with 1.9M reactions from USPTO patents (1976-2016). The task is: Predict the product of the given reaction. (1) Given the reactants [OH:1][C:2]([CH3:35])([CH3:34])[CH2:3][C@@:4]1([C:28]2[CH:33]=[CH:32][CH:31]=[CH:30][CH:29]=2)[O:9][C:8](=[O:10])[N:7]([C@H:11]([C:13]2[CH:18]=[CH:17][C:16](B3OC(C)(C)C(C)(C)O3)=[CH:15][CH:14]=2)[CH3:12])[CH2:6][CH2:5]1.Br[C:37]1[CH:49]=[CH:48][C:40]([C:41]([NH:43][C:44]([CH3:47])([CH3:46])[CH3:45])=[O:42])=[CH:39][N:38]=1, predict the reaction product. The product is: [C:44]([NH:43][C:41](=[O:42])[C:40]1[CH:48]=[CH:49][C:37]([C:16]2[CH:15]=[CH:14][C:13]([C@@H:11]([N:7]3[CH2:6][CH2:5][C@:4]([CH2:3][C:2]([OH:1])([CH3:34])[CH3:35])([C:28]4[CH:33]=[CH:32][CH:31]=[CH:30][CH:29]=4)[O:9][C:8]3=[O:10])[CH3:12])=[CH:18][CH:17]=2)=[N:38][CH:39]=1)([CH3:47])([CH3:46])[CH3:45]. (2) Given the reactants FC(F)(F)S(OS(C(F)(F)F)(=O)=O)(=O)=O.C(N(C(C)C)CC)(C)C.O[CH:26]1[C:34]2[C:29](=[CH:30][CH:31]=[CH:32][CH:33]=2)[C:28](=[O:35])[C:27]1([CH3:37])[CH3:36].[NH:38]1[CH:42]=[CH:41][N:40]=[CH:39]1, predict the reaction product. The product is: [N:38]1([CH:26]2[C:34]3[C:29](=[CH:30][CH:31]=[CH:32][CH:33]=3)[C:28](=[O:35])[C:27]2([CH3:37])[CH3:36])[CH:42]=[CH:41][N:40]=[CH:39]1.